From a dataset of Full USPTO retrosynthesis dataset with 1.9M reactions from patents (1976-2016). Predict the reactants needed to synthesize the given product. (1) Given the product [Cl:14][C:6]1[N:5]2[CH:9]=[CH:10][N:11]=[C:4]2[N:3]=[C:2]([CH3:1])[CH:7]=1, predict the reactants needed to synthesize it. The reactants are: [CH3:1][C:2]1[CH:7]=[C:6](O)[N:5]2[CH:9]=[CH:10][N:11]=[C:4]2[N:3]=1.P(Cl)(Cl)([Cl:14])=O. (2) Given the product [F:22][C:15]1[CH:14]=[C:13]([C:6]2[CH:5]=[CH:4][C:3]([O:2][CH3:1])=[N:8][CH:7]=2)[CH:18]=[CH:17][C:16]=1[N+:19]([O-:21])=[O:20], predict the reactants needed to synthesize it. The reactants are: [CH3:1][O:2][C:3]1[N:8]=[CH:7][C:6](B(O)O)=[CH:5][CH:4]=1.Br[C:13]1[CH:18]=[CH:17][C:16]([N+:19]([O-:21])=[O:20])=[C:15]([F:22])[CH:14]=1.C([O-])([O-])=O.[Na+].[Na+].CCOC(C)=O. (3) Given the product [C:2]1([C:13]2[CH:14]=[CH:15][CH:16]=[CH:17][CH:18]=2)[CH:7]=[CH:6][C:5]([CH2:8][C@@H:9]([NH:12][C:24](=[O:25])[O:26][C:27]([CH3:30])([CH3:29])[CH3:28])[CH2:10][OH:11])=[CH:4][CH:3]=1, predict the reactants needed to synthesize it. The reactants are: Cl.[C:2]1([C:13]2[CH:18]=[CH:17][CH:16]=[CH:15][CH:14]=2)[CH:7]=[CH:6][C:5]([CH2:8][C@@H:9]([NH2:12])[CH2:10][OH:11])=[CH:4][CH:3]=1.C(O)C.[OH-].[Na+].[C:24](O[C:24]([O:26][C:27]([CH3:30])([CH3:29])[CH3:28])=[O:25])([O:26][C:27]([CH3:30])([CH3:29])[CH3:28])=[O:25]. (4) Given the product [NH2:3][CH2:12][C@@H:13]([NH:21][C:22]1[S:23][C:26]([C:28]2[CH:29]=[C:30]3[C:34](=[CH:35][CH:36]=2)[NH:33][N:32]=[C:31]3[CH3:37])=[N:25][N:24]=1)[CH2:14][C:15]1[CH:20]=[CH:19][CH:18]=[CH:17][CH:16]=1, predict the reactants needed to synthesize it. The reactants are: O=C1C2C=CC=CC=2C(=O)[N:3]1[CH2:12][C@@H:13]([NH:21][C:22]([NH:24][NH:25][C:26]([C:28]1[CH:29]=[C:30]2[C:34](=[CH:35][CH:36]=1)[NH:33][N:32]=[C:31]2[CH3:37])=O)=[S:23])[CH2:14][C:15]1[CH:20]=[CH:19][CH:18]=[CH:17][CH:16]=1.N[C@@H](CC1C=CC=CC=1)CN1C(=O)C2C=CC=CC=2C1=O.CC1C2C(=CC=C(C(NN)=O)C=2)NN=1. (5) Given the product [CH3:15][N:16]1[C:20]2[CH:21]=[CH:22][C:23]([CH2:25][NH:26][S:2]([C:5]3[CH:14]=[CH:13][C:8]([C:9]([O:11][CH3:12])=[O:10])=[CH:7][CH:6]=3)(=[O:4])=[O:3])=[CH:24][C:19]=2[N:18]=[N:17]1, predict the reactants needed to synthesize it. The reactants are: Cl[S:2]([C:5]1[CH:14]=[CH:13][C:8]([C:9]([O:11][CH3:12])=[O:10])=[CH:7][CH:6]=1)(=[O:4])=[O:3].[CH3:15][N:16]1[C:20]2[CH:21]=[CH:22][C:23]([CH2:25][NH2:26])=[CH:24][C:19]=2[N:18]=[N:17]1.